Dataset: Full USPTO retrosynthesis dataset with 1.9M reactions from patents (1976-2016). Task: Predict the reactants needed to synthesize the given product. (1) Given the product [CH:12]([CH:3]1[CH2:4][CH2:5][C:1](=[O:6])[CH2:2]1)([CH3:14])[CH3:13], predict the reactants needed to synthesize it. The reactants are: [C:1]1(=[O:6])[CH2:5][CH2:4][CH:3]=[CH:2]1.Cl[Si](C)(C)C.[CH:12]([Mg]Br)([CH3:14])[CH3:13]. (2) Given the product [CH2:14]([NH:21][C:2]1[CH:7]=[C:6]([CH2:8][O:9][CH2:10][CH3:11])[CH:5]=[C:4]([Br:12])[C:3]=1[CH3:13])[C:15]1[CH:20]=[CH:19][CH:18]=[CH:17][CH:16]=1, predict the reactants needed to synthesize it. The reactants are: Br[C:2]1[CH:7]=[C:6]([CH2:8][O:9][CH2:10][CH3:11])[CH:5]=[C:4]([Br:12])[C:3]=1[CH3:13].[CH2:14]([NH2:21])[C:15]1[CH:20]=[CH:19][CH:18]=[CH:17][CH:16]=1.C1C=CC(P(C2C(C3C(P(C4C=CC=CC=4)C4C=CC=CC=4)=CC=C4C=3C=CC=C4)=C3C(C=CC=C3)=CC=2)C2C=CC=CC=2)=CC=1.CC([O-])(C)C.[Na+]. (3) Given the product [CH:1]1([CH2:4][O:5][C:6]2[CH:11]=[C:10]([F:12])[C:9]([O:13][CH3:14])=[CH:8][C:7]=2[C:15]2[C:16]3[N:23]([CH2:24][O:25][CH2:26][CH2:27][Si:28]([CH3:30])([CH3:29])[CH3:31])[C:22]([CH3:32])=[C:21]([C:33]([NH:36][C@@H:37]4[CH2:42][CH2:41][C@H:40]([NH:43][C:44](=[O:50])[O:45][C:46]([CH3:47])([CH3:49])[CH3:48])[CH2:39][CH2:38]4)=[O:34])[C:17]=3[N:18]=[CH:19][N:20]=2)[CH2:3][CH2:2]1, predict the reactants needed to synthesize it. The reactants are: [CH:1]1([CH2:4][O:5][C:6]2[CH:11]=[C:10]([F:12])[C:9]([O:13][CH3:14])=[CH:8][C:7]=2[C:15]2[C:16]3[N:23]([CH2:24][O:25][CH2:26][CH2:27][Si:28]([CH3:31])([CH3:30])[CH3:29])[C:22]([CH3:32])=[C:21]([C:33](O)=[O:34])[C:17]=3[N:18]=[CH:19][N:20]=2)[CH2:3][CH2:2]1.[NH2:36][C@@H:37]1[CH2:42][CH2:41][C@H:40]([NH:43][C:44](=[O:50])[O:45][C:46]([CH3:49])([CH3:48])[CH3:47])[CH2:39][CH2:38]1. (4) Given the product [F:22][C:2]([F:1])([F:21])[C:3]1[C:8]2[S:9][CH:10]=[C:11]([CH:12]3[CH2:13][CH2:14][NH:15][CH2:16][CH2:17]3)[C:7]=2[CH:6]=[CH:5][CH:4]=1, predict the reactants needed to synthesize it. The reactants are: [F:1][C:2]([F:22])([F:21])[C:3]1[C:8]2[S:9][CH:10]=[C:11]([CH:12]3[CH2:17][CH2:16][N:15](C(=O)C)[CH2:14][CH2:13]3)[C:7]=2[CH:6]=[CH:5][CH:4]=1.Cl.C(=O)([O-])[O-].[K+].[K+]. (5) Given the product [CH2:63]([C@H:56]([NH:55][C:12]([C@@H:9]1[CH2:10][CH2:11][N:8]1[C:6]([O:5][C:2]([CH3:1])([CH3:3])[CH3:4])=[O:7])=[O:14])/[CH:57]=[CH:58]/[C:59]([O:61][CH3:62])=[O:60])[CH3:64], predict the reactants needed to synthesize it. The reactants are: [CH3:1][C:2]([O:5][C:6]([N:8]1[CH2:11][CH2:10][C@H:9]1[C:12]([OH:14])=O)=[O:7])([CH3:4])[CH3:3].CN(C(ON1N=NC2C=CC=NC1=2)=[N+](C)C)C.F[P-](F)(F)(F)(F)F.CCN(C(C)C)C(C)C.FC(F)(F)C(O)=O.[NH2:55][C@@H:56]([CH2:63][CH3:64])/[CH:57]=[CH:58]/[C:59]([O:61][CH3:62])=[O:60]. (6) Given the product [CH2:3]([C:5]1[CH:12]=[CH:11][C:8](/[CH:9]=[CH:16]/[N+:13]([O-:15])=[O:14])=[CH:7][CH:6]=1)[CH3:4], predict the reactants needed to synthesize it. The reactants are: [OH-].[Na+].[CH2:3]([C:5]1[CH:12]=[CH:11][C:8]([CH:9]=O)=[CH:7][CH:6]=1)[CH3:4].[N+:13]([CH3:16])([O-:15])=[O:14]. (7) Given the product [O:31]=[C:30]1[C:25]2[C:26](=[CH:32][CH:33]=[CH:34][CH:24]=2)[C:27](=[O:28])[N:29]1[CH2:35][C:10]([CH2:9][C:3]1[CH:4]=[CH:5][CH:6]=[CH:7][CH:8]=1)([CH2:16][C:17]([O:19][CH2:20][CH3:21])=[O:18])[C:11]([O:13][CH2:14][CH3:15])=[O:12], predict the reactants needed to synthesize it. The reactants are: [H-].[Na+].[C:3]1([CH2:9][CH:10]([CH2:16][C:17]([O:19][CH2:20][CH3:21])=[O:18])[C:11]([O:13][CH2:14][CH3:15])=[O:12])[CH:8]=[CH:7][CH:6]=[CH:5][CH:4]=1.BrC[C:24]1[CH:34]=[CH:33][CH:32]=[C:26]2[C:27]([NH:29][C:30](=[O:31])[C:25]=12)=[O:28].[CH2:35]1COCC1. (8) The reactants are: ClC1N=C(C2SC(C(C)C)=NC=2C2C=C(NS(C3C(F)=CC=CC=3F)(=O)=O)C=CC=2)C=CN=1.[Cl:34][C:35]1[N:40]=[C:39]([C:41]2[S:45][C:44]([N:46]3[CH2:51][CH2:50][O:49][CH2:48][CH2:47]3)=[N:43][C:42]=2[C:52]2[C:53]([F:60])=[C:54]([CH:56]=[CH:57][C:58]=2[F:59])[NH2:55])[CH:38]=[CH:37][N:36]=1.[F:61][C:62]1[CH:67]=[CH:66][C:65]([F:68])=[CH:64][C:63]=1[S:69](Cl)(=[O:71])=[O:70]. Given the product [Cl:34][C:35]1[N:40]=[C:39]([C:41]2[S:45][C:44]([N:46]3[CH2:47][CH2:48][O:49][CH2:50][CH2:51]3)=[N:43][C:42]=2[C:52]2[C:53]([F:60])=[C:54]([NH:55][S:69]([C:63]3[CH:64]=[C:65]([F:68])[CH:66]=[CH:67][C:62]=3[F:61])(=[O:71])=[O:70])[CH:56]=[CH:57][C:58]=2[F:59])[CH:38]=[CH:37][N:36]=1, predict the reactants needed to synthesize it. (9) Given the product [CH:11]12[N:10]([C:7]3[CH:8]=[CH:9][C:4]([NH2:1])=[C:5]([C:17]([F:20])([F:18])[F:19])[CH:6]=3)[CH:14]([CH2:13][CH2:12]1)[CH2:15][CH2:16]2, predict the reactants needed to synthesize it. The reactants are: [N+:1]([C:4]1[CH:9]=[CH:8][C:7]([N:10]2[CH:14]3[CH2:15][CH2:16][CH:11]2[CH2:12][CH2:13]3)=[CH:6][C:5]=1[C:17]([F:20])([F:19])[F:18])([O-])=O.